From a dataset of Reaction yield outcomes from USPTO patents with 853,638 reactions. Predict the reaction yield, written as a fraction of the theoretical maximum amount of product (1.0 means a 100% yield; for example, 0.34 means a 34% yield). (1) The reactants are Cl[C:2]1[N:9]=[C:8]([CH3:10])[CH:7]=[C:6](Cl)[C:3]=1[C:4]#[N:5].[CH3:12][O-:13].[Na+].C[C:16]([OH:18])=O. The catalyst is CO. The product is [CH3:12][O:13][C:2]1[N:9]=[C:8]([CH3:10])[CH:7]=[C:6]([O:18][CH3:16])[C:3]=1[C:4]#[N:5]. The yield is 0.950. (2) The reactants are [CH2:1]([C:3]1[N:13]([C:14]2[CH:19]=[CH:18][C:17]([CH2:20][CH2:21][N:22]=[N+]=[N-])=[CH:16][CH:15]=2)[C:6]2=[N:7][C:8]([CH3:12])=[CH:9][C:10]([CH3:11])=[C:5]2[N:4]=1)[CH3:2]. The catalyst is CO.[Pd]. The product is [CH2:1]([C:3]1[N:13]([C:14]2[CH:15]=[CH:16][C:17]([CH2:20][CH2:21][NH2:22])=[CH:18][CH:19]=2)[C:6]2=[N:7][C:8]([CH3:12])=[CH:9][C:10]([CH3:11])=[C:5]2[N:4]=1)[CH3:2]. The yield is 0.940. (3) The reactants are [S:1](=[O:5])(=[O:4])([OH:3])[OH:2].[C:6]([C@H:9]1[O:14][CH2:13][C@H:12]([NH:15][C:16]([C@@H:18]2[NH:32][C:31]3([CH2:37][CH2:36][C:35]([CH3:39])([CH3:38])[CH2:34][CH2:33]3)[C@:20]3([C:28]4[C:23](=[CH:24][C:25]([Cl:29])=[CH:26][CH:27]=4)[NH:22][C:21]3=[O:30])[C@H:19]2[C:40]2[CH:45]=[CH:44][N:43]=[C:42]([Cl:46])[C:41]=2[F:47])=[O:17])[CH2:11][CH2:10]1)(=[O:8])[NH2:7]. The catalyst is CC(O)C. The product is [OH2:2].[S:1]([OH:5])([OH:4])(=[O:3])=[O:2].[C:6]([C@H:9]1[O:14][CH2:13][C@H:12]([NH:15][C:16]([C@@H:18]2[NH:32][C:31]3([CH2:33][CH2:34][C:35]([CH3:39])([CH3:38])[CH2:36][CH2:37]3)[C@:20]3([C:28]4[C:23](=[CH:24][C:25]([Cl:29])=[CH:26][CH:27]=4)[NH:22][C:21]3=[O:30])[C@H:19]2[C:40]2[CH:45]=[CH:44][N:43]=[C:42]([Cl:46])[C:41]=2[F:47])=[O:17])[CH2:11][CH2:10]1)(=[O:8])[NH2:7].[CH3:6][CH:9]([OH:14])[CH3:10]. The yield is 0.340.